From a dataset of Retrosynthesis with 50K atom-mapped reactions and 10 reaction types from USPTO. Predict the reactants needed to synthesize the given product. (1) Given the product CC1(C)CC(=C(c2ccc(F)cc2)c2ccc(OCCCC(=O)O)cc2)CC(C)(C)C1, predict the reactants needed to synthesize it. The reactants are: CCOC(=O)CCCOc1ccc(C(=C2CC(C)(C)CC(C)(C)C2)c2ccc(F)cc2)cc1. (2) Given the product Cc1cnc(-c2ccc([C@H](C)N3CC[C@](CC(C)(C)O)(c4ccccc4)OC3=O)cc2)cn1, predict the reactants needed to synthesize it. The reactants are: C[C@@H](c1ccc(B2OC(C)(C)C(C)(C)O2)cc1)N1CC[C@](CC(C)(C)O)(c2ccccc2)OC1=O.Cc1cnc(Br)cn1. (3) Given the product COC1=C(C(=O)c2ccc(C)cc2)C(c2ccc(C(C)C)cc2)N(c2ccc(C)nn2)C1=O, predict the reactants needed to synthesize it. The reactants are: C[Si](C)(C)C=[N+]=[N-].Cc1ccc(C(=O)C2=C(O)C(=O)N(c3ccc(C)nn3)C2c2ccc(C(C)C)cc2)cc1. (4) Given the product COc1ccn(-c2c(F)cc(N)cc2F)c(=O)c1C#N, predict the reactants needed to synthesize it. The reactants are: COc1ccn(-c2c(F)cc([N+](=O)[O-])cc2F)c(=O)c1C#N. (5) Given the product C[C@@H]1CNCC[C@@H]1NC(=O)OC(C)(C)C, predict the reactants needed to synthesize it. The reactants are: C[C@@H]1CN(Cc2ccccc2)CC[C@@H]1NC(=O)OC(C)(C)C. (6) The reactants are: Cc1n[nH]c2cccc(OS(=O)(=O)C(F)(F)F)c12.OB(O)c1cnc2ccccc2c1. Given the product Cc1n[nH]c2cccc(-c3cnc4ccccc4c3)c12, predict the reactants needed to synthesize it. (7) Given the product COc1ccc(C(C)(C)CC#N)cc1CN[C@H]1CCCN[C@H]1c1ccccc1, predict the reactants needed to synthesize it. The reactants are: COc1ccc(C(C)(C)CC#N)cc1C=O.N[C@H]1CCCN[C@H]1c1ccccc1. (8) Given the product CC(C)n1ccc2ccncc21, predict the reactants needed to synthesize it. The reactants are: CC(C)I.c1cc2cc[nH]c2cn1. (9) Given the product OC(CN1CC2(CNC2)C1)CN1c2ccccc2Sc2ccc(C(F)(F)F)cc21, predict the reactants needed to synthesize it. The reactants are: CC(C)(C)OC(=O)N1CC2(CN(CC(O)CN3c4ccccc4Sc4ccc(C(F)(F)F)cc43)C2)C1.